This data is from Peptide-MHC class II binding affinity with 134,281 pairs from IEDB. The task is: Regression. Given a peptide amino acid sequence and an MHC pseudo amino acid sequence, predict their binding affinity value. This is MHC class II binding data. (1) The peptide sequence is KKAGLVGVLAGLAFQEMD. The MHC is HLA-DQA10303-DQB10402 with pseudo-sequence HLA-DQA10303-DQB10402. The binding affinity (normalized) is 0. (2) The peptide sequence is GGRLAFQEFMIVPCE. The MHC is HLA-DQA10102-DQB10602 with pseudo-sequence HLA-DQA10102-DQB10602. The binding affinity (normalized) is 0.338. (3) The peptide sequence is LVGPTPVNVIGRNLLTQIGC. The MHC is HLA-DQA10301-DQB10302 with pseudo-sequence HLA-DQA10301-DQB10302. The binding affinity (normalized) is 0.0878. (4) The peptide sequence is IKLVKSSRPDCSEIP. The MHC is DRB1_0405 with pseudo-sequence DRB1_0405. The binding affinity (normalized) is 0.0806. (5) The peptide sequence is DLIFLARSALILRGS. The MHC is DRB4_0101 with pseudo-sequence DRB4_0103. The binding affinity (normalized) is 0.287. (6) The peptide sequence is AFKVAATAANAACAN. The MHC is DRB1_0802 with pseudo-sequence DRB1_0802. The binding affinity (normalized) is 0.748.